Dataset: Forward reaction prediction with 1.9M reactions from USPTO patents (1976-2016). Task: Predict the product of the given reaction. Given the reactants [Br:1][C:2]1[CH:3]=[C:4]2[C:9](=[CH:10][CH:11]=1)[CH:8]=[C:7]([OH:12])[CH:6]=[CH:5]2.N1C=CN=C1.[Si:18](Cl)([C:21]([CH3:24])([CH3:23])[CH3:22])([CH3:20])[CH3:19], predict the reaction product. The product is: [Br:1][C:2]1[CH:3]=[C:4]2[C:9](=[CH:10][CH:11]=1)[CH:8]=[C:7]([O:12][Si:18]([C:21]([CH3:24])([CH3:23])[CH3:22])([CH3:20])[CH3:19])[CH:6]=[CH:5]2.